Task: Predict the reactants needed to synthesize the given product.. Dataset: Full USPTO retrosynthesis dataset with 1.9M reactions from patents (1976-2016) (1) The reactants are: [C:1]([OH:10])(=[O:9])[C:2]1[C:3](=[CH:5][CH:6]=[CH:7][CH:8]=1)[NH2:4].[Cl:11][C:12]1[CH:13]=[C:14]([N:18]=[C:19]=O)[CH:15]=[CH:16][CH:17]=1.O1[C:26]2[CH:27]=[CH:28][CH:29]=[CH:30][C:25]=2[CH2:24][C:23](=O)N1.NC(N)=O. Given the product [Cl:11][C:12]1[CH:13]=[C:14]([NH:18][C:19]2[O:9][C:1](=[O:10])[C:2]3[CH:8]=[C:7]([CH2:23][CH2:24][CH2:25][CH2:26][CH2:27][CH2:28][CH2:29][CH3:30])[CH:6]=[CH:5][C:3]=3[N:4]=2)[CH:15]=[CH:16][CH:17]=1, predict the reactants needed to synthesize it. (2) Given the product [F:1][C:2]1[CH:7]=[CH:6][C:5]([C:8]2[CH:9]=[C:10]([C:11]([O:13][CH2:14][CH3:15])=[O:12])[NH:20][N:19]=2)=[CH:4][CH:3]=1, predict the reactants needed to synthesize it. The reactants are: [F:1][C:2]1[CH:7]=[CH:6][C:5]([C:8](=O)[CH2:9][C:10](=O)[C:11]([O:13][CH2:14][CH3:15])=[O:12])=[CH:4][CH:3]=1.O.[NH2:19][NH2:20].